This data is from Peptide-MHC class I binding affinity with 185,985 pairs from IEDB/IMGT. The task is: Regression. Given a peptide amino acid sequence and an MHC pseudo amino acid sequence, predict their binding affinity value. This is MHC class I binding data. (1) The peptide sequence is RLASYGLYY. The MHC is HLA-B40:01 with pseudo-sequence HLA-B40:01. The binding affinity (normalized) is 0.0847. (2) The peptide sequence is QLVESGGGL. The MHC is HLA-A02:01 with pseudo-sequence HLA-A02:01. The binding affinity (normalized) is 0.160.